This data is from Full USPTO retrosynthesis dataset with 1.9M reactions from patents (1976-2016). The task is: Predict the reactants needed to synthesize the given product. (1) Given the product [CH2:1]([C@@:8]([OH:28])([C:9]([N:11]1[C@H:15]2[C:16]3[CH:17]=[CH:18][CH:19]=[CH:20][C:21]=3[CH2:22][C@H:14]2[O:13][C:12]1([CH3:23])[CH3:24])=[O:10])[CH2:25][CH:26]=[O:27])[C:2]1[CH:7]=[CH:6][CH:5]=[CH:4][CH:3]=1, predict the reactants needed to synthesize it. The reactants are: [CH2:1]([C@:8]([OH:28])([CH2:25][CH2:26][OH:27])[C:9]([N:11]1[C@H:15]2[C:16]3[CH:17]=[CH:18][CH:19]=[CH:20][C:21]=3[CH2:22][C@H:14]2[O:13][C:12]1([CH3:24])[CH3:23])=[O:10])[C:2]1[CH:7]=[CH:6][CH:5]=[CH:4][CH:3]=1.CC(OI1(OC(C)=O)(OC(C)=O)OC(=O)C2C=CC=CC1=2)=O.C([O-])(O)=O.[Na+].[O-]S([O-])(=S)=O.[Na+].[Na+]. (2) Given the product [Cl:1][C:2]1[CH:7]=[C:6]([CH:17]2[CH2:14][CH2:13][O:12][CH2:9][CH2:10]2)[N:5]=[CH:4][N:3]=1, predict the reactants needed to synthesize it. The reactants are: [Cl:1][C:2]1[CH:7]=[C:6](Cl)[N:5]=[CH:4][N:3]=1.[C:9]([O:12][CH2:13][CH3:14])(=O)[CH3:10].[Cl-].[NH4+].[CH3:17]C(N(C)C)=O. (3) Given the product [N:19]1([C:16]2[S:17][CH:18]=[C:14]([C:12]([NH:11][CH2:10][C:3]3[C:4](=[O:9])[NH:5][C:6]([CH3:8])=[CH:7][C:2]=3[CH3:1])=[O:13])[C:15]=2[CH3:38])[CH2:24][CH2:23][CH2:22][CH2:21][CH:20]1[CH:25]1[CH2:30][CH2:29][NH:28][CH2:27][CH2:26]1, predict the reactants needed to synthesize it. The reactants are: [CH3:1][C:2]1[CH:7]=[C:6]([CH3:8])[NH:5][C:4](=[O:9])[C:3]=1[CH2:10][NH:11][C:12]([C:14]1[C:15]([CH3:38])=[C:16]([N:19]2[CH2:24][CH2:23][CH2:22][CH2:21][CH:20]2[CH:25]2[CH2:30][CH2:29][N:28](C(OC(C)(C)C)=O)[CH2:27][CH2:26]2)[S:17][CH:18]=1)=[O:13].C(O)(C(F)(F)F)=O. (4) Given the product [Cl:1][C:2]1[CH:7]=[CH:6][C:5]([C:8]2[C:9]([C:14]([OH:16])=[O:15])=[N:10][CH:11]=[CH:12][CH:13]=2)=[CH:4][C:3]=1[C:18]([NH:20][CH2:21][CH:22]1[CH2:28][CH2:27][CH2:26][CH2:25][CH2:24][CH2:23]1)=[O:19], predict the reactants needed to synthesize it. The reactants are: [Cl:1][C:2]1[CH:7]=[CH:6][C:5]([C:8]2[C:9]([C:14]([O:16]C)=[O:15])=[N:10][CH:11]=[CH:12][CH:13]=2)=[CH:4][C:3]=1[C:18]([NH:20][CH2:21][CH:22]1[CH2:28][CH2:27][CH2:26][CH2:25][CH2:24][CH2:23]1)=[O:19].[OH-].[K+].O.CO. (5) Given the product [CH3:19][C:18]1([CH3:20])[CH2:17][CH:4]([CH2:5][N:6]2[C:14](=[O:15])[C:13]3[C:8](=[CH:9][CH:10]=[CH:11][CH:12]=3)[C:7]2=[O:16])[O:3][S:1](=[O:22])(=[O:21])[NH:2]1, predict the reactants needed to synthesize it. The reactants are: [S:1](=[O:22])(=[O:21])([O:3][CH:4]([CH2:17][CH:18]([CH3:20])[CH3:19])[CH2:5][N:6]1[C:14](=[O:15])[C:13]2[C:8](=[CH:9][CH:10]=[CH:11][CH:12]=2)[C:7]1=[O:16])[NH2:2].